From a dataset of Forward reaction prediction with 1.9M reactions from USPTO patents (1976-2016). Predict the product of the given reaction. (1) Given the reactants [Br:1][C:2]1[CH:3]=[C:4]2[C:9](=[CH:10][CH:11]=1)[N:8]1[CH:12]=[CH:13][CH:14]=[C:7]1[CH:6]([C:15]([CH3:18])([CH3:17])[CH3:16])[NH:5]2.[C:19](Cl)(=[O:28])[C:20]1[CH:25]=[CH:24][CH:23]=[C:22]([O:26][CH3:27])[CH:21]=1, predict the reaction product. The product is: [Br:1][C:2]1[CH:3]=[C:4]2[C:9](=[CH:10][CH:11]=1)[N:8]1[CH:12]=[CH:13][CH:14]=[C:7]1[CH:6]([C:15]([CH3:18])([CH3:17])[CH3:16])[N:5]2[C:19](=[O:28])[C:20]1[CH:25]=[CH:24][CH:23]=[C:22]([O:26][CH3:27])[CH:21]=1. (2) The product is: [O:30]([N:16]=[C:10]([C:4]1[CH:5]=[C:6]([CH:23]=[CH:24][CH:25]=1)[O:7][CH2:8][C:9]1[C:14]([CH3:15])=[CH:13][CH:12]=[CH:11][C:10]=1[N:16]1[C:20](=[O:21])[N:19]([CH3:22])[N:18]=[N:17]1)[CH3:9])[C:27]1[CH:6]=[CH:5][CH:4]=[CH:25][CH:24]=1. Given the reactants C([C:4]1[CH:5]=[C:6]([CH:23]=[CH:24][CH:25]=1)[O:7][CH2:8][C:9]1[C:14]([CH3:15])=[CH:13][CH:12]=[CH:11][C:10]=1[N:16]1[C:20](=[O:21])[N:19]([CH3:22])[N:18]=[N:17]1)(=O)C.Cl.[C:27](=[O:30])([O-])O.[Na+], predict the reaction product. (3) The product is: [Cl:48][C:22]1[C:23]([CH2:28][O:29][C:30]2[C:38]3[N:37]=[C:36]([O:39][CH3:40])[N:35]([CH2:41][C:42]4[CH:47]=[CH:46][CH:45]=[CH:44][N:43]=4)[C:34]=3[CH:33]=[CH:32][CH:31]=2)=[C:24]([Cl:27])[CH:25]=[CH:26][C:21]=1[N:19]([CH3:20])[C:17](=[O:18])[CH2:16][NH:15][C:12](=[O:14])[CH2:11][N:9]1[CH2:8][CH2:7][O:6][CH:5]([C:3]([NH:2][CH3:1])=[O:4])[CH2:10]1. Given the reactants [CH3:1][NH:2][C:3]([CH:5]1[CH2:10][N:9]([CH2:11][C:12]([OH:14])=O)[CH2:8][CH2:7][O:6]1)=[O:4].[NH2:15][CH2:16][C:17]([N:19]([C:21]1[CH:26]=[CH:25][C:24]([Cl:27])=[C:23]([CH2:28][O:29][C:30]2[C:38]3[N:37]=[C:36]([O:39][CH3:40])[N:35]([CH2:41][C:42]4[CH:47]=[CH:46][CH:45]=[CH:44][N:43]=4)[C:34]=3[CH:33]=[CH:32][CH:31]=2)[C:22]=1[Cl:48])[CH3:20])=[O:18].CCN=C=NCCCN(C)C, predict the reaction product. (4) Given the reactants [CH:1]1([C:5](=O)[CH2:6][C:7]([O:9]C)=O)[CH2:4][CH2:3][CH2:2]1.[CH3:12][C:13]([CH3:18])([CH3:17])[C:14]([NH2:16])=[NH:15].C[O-].[Na+], predict the reaction product. The product is: [C:13]([C:14]1[N:16]=[C:7]([OH:9])[CH:6]=[C:5]([CH:1]2[CH2:2][CH2:3][CH2:4]2)[N:15]=1)([CH3:18])([CH3:17])[CH3:12]. (5) Given the reactants [CH2:1]1[C:10]2[CH:9]=[CH:8][CH:7]=[C:6]([OH:11])[C:5]=2[CH2:4][CH2:3][NH:2]1.C([O-])([O-])=O.[Na+].[Na+].[CH3:18][C:19]([O:22][C:23](O[C:23]([O:22][C:19]([CH3:21])([CH3:20])[CH3:18])=[O:24])=[O:24])([CH3:21])[CH3:20], predict the reaction product. The product is: [OH:11][C:6]1[CH:7]=[CH:8][CH:9]=[C:10]2[C:5]=1[CH2:4][CH2:3][N:2]([C:23]([O:22][C:19]([CH3:21])([CH3:20])[CH3:18])=[O:24])[CH2:1]2. (6) The product is: [Br:1][C:2]1[CH:3]=[C:4]([CH:19]=[C:20]([CH2:22][OH:23])[CH:21]=1)[O:5][CH:6]1[CH2:7][CH2:8][N:9]([C:12]([O:14][C:15]([CH3:16])([CH3:17])[CH3:18])=[O:13])[CH2:10][CH2:11]1. Given the reactants [Br:1][C:2]1[CH:3]=[C:4]([CH:19]=[C:20]([C:22](OC)=[O:23])[CH:21]=1)[O:5][CH:6]1[CH2:11][CH2:10][N:9]([C:12]([O:14][C:15]([CH3:18])([CH3:17])[CH3:16])=[O:13])[CH2:8][CH2:7]1.[BH4-].[Li+], predict the reaction product.